Task: Predict the product of the given reaction.. Dataset: Forward reaction prediction with 1.9M reactions from USPTO patents (1976-2016) (1) Given the reactants N(C(OC(C)(C)C)=O)=NC(OC(C)(C)C)=O.[NH2:17][C:18]1[N:23]=[CH:22][C:21]([C:24]2[CH:29]=[CH:28][C:27]([OH:30])=[C:26]([O:31][CH3:32])[CH:25]=2)=[CH:20][C:19]=1[C:33]1[O:34][C:35]2[C:36]([N:41]=1)=[N:37][CH:38]=[CH:39][CH:40]=2.[O:42]1[CH2:47][CH2:46][N:45]([CH2:48][CH2:49]O)[CH2:44][CH2:43]1.C1(P(C2C=CC=CC=2)C2C=CC=CC=2)C=CC=CC=1, predict the reaction product. The product is: [CH3:32][O:31][C:26]1[CH:25]=[C:24]([C:21]2[CH:20]=[C:19]([C:33]3[O:34][C:35]4[C:36]([N:41]=3)=[N:37][CH:38]=[CH:39][CH:40]=4)[C:18]([NH2:17])=[N:23][CH:22]=2)[CH:29]=[CH:28][C:27]=1[O:30][CH2:49][CH2:48][N:45]1[CH2:46][CH2:47][O:42][CH2:43][CH2:44]1. (2) The product is: [OH:16][C:15]1[C:14]([C:18]([NH2:20])=[O:19])=[N:13][C:5]([C:6]([O:8][CH2:9][CH3:10])=[O:7])=[C:4]([OH:12])[N:17]=1. Given the reactants C(O[C:4](=[O:12])[C:5](=O)[C:6]([O:8][CH2:9][CH3:10])=[O:7])C.[NH2:13][CH:14]([C:18]([NH2:20])=[O:19])[C:15]([NH2:17])=[O:16].[OH-].[Na+].C(O)C, predict the reaction product. (3) Given the reactants [CH2:1]([O:3][C:4](=[O:14])[CH2:5][S:6][C:7]1[CH:12]=[CH:11][C:10]([OH:13])=[CH:9][CH:8]=1)[CH3:2].C([O-])([O-])=O.[K+].[K+].Br[CH2:22][CH:23]([CH2:26][CH3:27])[CH2:24][CH3:25], predict the reaction product. The product is: [CH2:1]([O:3][C:4](=[O:14])[CH2:5][S:6][C:7]1[CH:12]=[CH:11][C:10]([O:13][CH2:22][CH:23]([CH2:26][CH3:27])[CH2:24][CH3:25])=[CH:9][CH:8]=1)[CH3:2]. (4) The product is: [NH2:29][C:24]1[N:23]=[C:22]([NH:21][C:18]2[CH:19]=[CH:20][C:15]([NH:14][C:10]([C:7]3[CH:6]=[CH:5][C:4]([N+:1]([O-:3])=[O:2])=[CH:9][N:8]=3)=[O:12])=[CH:16][CH:17]=2)[CH:27]=[C:26]([CH3:28])[N:25]=1. Given the reactants [N+:1]([C:4]1[CH:5]=[CH:6][C:7]([C:10]([OH:12])=O)=[N:8][CH:9]=1)([O-:3])=[O:2].Cl.[NH2:14][C:15]1[CH:20]=[CH:19][C:18]([NH:21][C:22]2[CH:27]=[C:26]([CH3:28])[N:25]=[C:24]([NH2:29])[N:23]=2)=[CH:17][CH:16]=1.C(N(CC)C1C=CC=CC=1)C, predict the reaction product.